Regression. Given two drug SMILES strings and cell line genomic features, predict the synergy score measuring deviation from expected non-interaction effect. From a dataset of NCI-60 drug combinations with 297,098 pairs across 59 cell lines. (1) Drug 1: C1C(C(OC1N2C=NC3=C(N=C(N=C32)Cl)N)CO)O. Cell line: NCI-H322M. Synergy scores: CSS=34.7, Synergy_ZIP=-1.87, Synergy_Bliss=1.01, Synergy_Loewe=-23.4, Synergy_HSA=0.0187. Drug 2: CC1C(C(CC(O1)OC2CC(CC3=C2C(=C4C(=C3O)C(=O)C5=CC=CC=C5C4=O)O)(C(=O)C)O)N)O. (2) Cell line: HOP-62. Drug 1: CCC1(CC2CC(C3=C(CCN(C2)C1)C4=CC=CC=C4N3)(C5=C(C=C6C(=C5)C78CCN9C7C(C=CC9)(C(C(C8N6C=O)(C(=O)OC)O)OC(=O)C)CC)OC)C(=O)OC)O.OS(=O)(=O)O. Drug 2: C1CCC(C(C1)N)N.C(=O)(C(=O)[O-])[O-].[Pt+4]. Synergy scores: CSS=13.1, Synergy_ZIP=-9.13, Synergy_Bliss=-0.507, Synergy_Loewe=-1.23, Synergy_HSA=-0.142. (3) Drug 1: C1CC(=O)NC(=O)C1N2CC3=C(C2=O)C=CC=C3N. Drug 2: CC1CCC2CC(C(=CC=CC=CC(CC(C(=O)C(C(C(=CC(C(=O)CC(OC(=O)C3CCCCN3C(=O)C(=O)C1(O2)O)C(C)CC4CCC(C(C4)OC)O)C)C)O)OC)C)C)C)OC. Cell line: UACC-257. Synergy scores: CSS=3.44, Synergy_ZIP=-0.600, Synergy_Bliss=2.07, Synergy_Loewe=0.845, Synergy_HSA=1.42. (4) Drug 1: C1=CC=C(C(=C1)C(C2=CC=C(C=C2)Cl)C(Cl)Cl)Cl. Drug 2: CN(C(=O)NC(C=O)C(C(C(CO)O)O)O)N=O. Cell line: NCI-H460. Synergy scores: CSS=0.893, Synergy_ZIP=-0.0770, Synergy_Bliss=0.857, Synergy_Loewe=0.942, Synergy_HSA=-0.151. (5) Drug 1: C1=CC(=CC=C1CCC2=CNC3=C2C(=O)NC(=N3)N)C(=O)NC(CCC(=O)O)C(=O)O. Synergy scores: CSS=47.5, Synergy_ZIP=2.88, Synergy_Bliss=2.22, Synergy_Loewe=-15.8, Synergy_HSA=3.87. Drug 2: C1CNP(=O)(OC1)N(CCCl)CCCl. Cell line: PC-3. (6) Drug 2: C1=NC2=C(N=C(N=C2N1C3C(C(C(O3)CO)O)F)Cl)N. Synergy scores: CSS=4.61, Synergy_ZIP=-5.42, Synergy_Bliss=1.73, Synergy_Loewe=-17.8, Synergy_HSA=-3.27. Drug 1: CC1=C(C(CCC1)(C)C)C=CC(=CC=CC(=CC(=O)O)C)C. Cell line: COLO 205.